Dataset: Peptide-MHC class II binding affinity with 134,281 pairs from IEDB. Task: Regression. Given a peptide amino acid sequence and an MHC pseudo amino acid sequence, predict their binding affinity value. This is MHC class II binding data. (1) The peptide sequence is VRIWDVSDPSKLNNQ. The MHC is DRB1_0101 with pseudo-sequence DRB1_0101. The binding affinity (normalized) is 0.431. (2) The peptide sequence is NQEILELAQSETCSP. The MHC is HLA-DPA10201-DPB10501 with pseudo-sequence HLA-DPA10201-DPB10501. The binding affinity (normalized) is 0.252. (3) The binding affinity (normalized) is 0.503. The peptide sequence is FKVQFLFSSMIDPLI. The MHC is H-2-IAb with pseudo-sequence H-2-IAb. (4) The peptide sequence is GARSLTTLLRALGAQ. The MHC is DRB1_1302 with pseudo-sequence DRB1_1302. The binding affinity (normalized) is 0.220. (5) The peptide sequence is VPLEVKREACPGTSV. The MHC is DRB1_0801 with pseudo-sequence DRB1_0801. The binding affinity (normalized) is 0.372. (6) The peptide sequence is ASFMISFDDIAVLLP. The MHC is DRB1_0101 with pseudo-sequence DRB1_0101. The binding affinity (normalized) is 0.534. (7) The peptide sequence is QEPFKNLKTGKYAKM. The MHC is DRB1_0901 with pseudo-sequence DRB1_0901. The binding affinity (normalized) is 0.463. (8) The binding affinity (normalized) is 0.963. The MHC is DRB3_0202 with pseudo-sequence DRB3_0202. The peptide sequence is YDKFLANVSTVATGK. (9) The peptide sequence is TLYGPQLSQKIVQIN. The MHC is DRB1_1302 with pseudo-sequence DRB1_1302. The binding affinity (normalized) is 0.333. (10) The peptide sequence is GELQIVIKIDAAFKI. The MHC is DRB1_1201 with pseudo-sequence DRB1_1201. The binding affinity (normalized) is 0.387.